This data is from Forward reaction prediction with 1.9M reactions from USPTO patents (1976-2016). The task is: Predict the product of the given reaction. (1) Given the reactants C(OC([N:6]1[CH2:11][CH2:10][CH:9]([N:12]2[C:16]3[C:17]([CH3:21])=[CH:18][CH:19]=[CH:20][C:15]=3[NH:14][C:13]2=[O:22])[CH2:8][CH2:7]1)=O)C.C(O)C.[BrH:26], predict the reaction product. The product is: [BrH:26].[CH3:21][C:17]1[C:16]2[N:12]([CH:9]3[CH2:10][CH2:11][NH:6][CH2:7][CH2:8]3)[C:13](=[O:22])[NH:14][C:15]=2[CH:20]=[CH:19][CH:18]=1. (2) Given the reactants [O:1]1[C:5]2[CH:6]=[CH:7][CH:8]=[CH:9][C:4]=2[CH:3]=[C:2]1[C:10]([NH:12][C:13]1[C:14]([C:26]([O:28]C)=[O:27])=[C:15]([C:18]2[CH:23]=[N:22][C:21]([O:24][CH3:25])=[CH:20][N:19]=2)[S:16][CH:17]=1)=[O:11].[OH-].[Li+], predict the reaction product. The product is: [O:1]1[C:5]2[CH:6]=[CH:7][CH:8]=[CH:9][C:4]=2[CH:3]=[C:2]1[C:10]([NH:12][C:13]1[C:14]([C:26]([OH:28])=[O:27])=[C:15]([C:18]2[CH:23]=[N:22][C:21]([O:24][CH3:25])=[CH:20][N:19]=2)[S:16][CH:17]=1)=[O:11]. (3) Given the reactants [CH2:1]([N:8]1[CH2:14][CH2:13][C:12](=[O:15])[N:11]([CH3:16])[C:10]2[CH:17]=[N:18][C:19]([NH:21][C:22]3[CH:30]=[CH:29][C:25]([C:26](O)=[O:27])=[CH:24][C:23]=3[O:31][CH3:32])=[N:20][C:9]1=2)[C:2]1[CH:7]=[CH:6][CH:5]=[CH:4][CH:3]=1.F[P-](F)(F)(F)(F)F.CN(C(N(C)C)=[N+]1C2C(=NC=CC=2)[N+]([O-])=N1)C.C(N(C(C)C)C(C)C)C.[NH2:66][CH:67]1[CH2:72][CH2:71][N:70]([CH3:73])[CH2:69][CH2:68]1, predict the reaction product. The product is: [CH2:1]([N:8]1[CH2:14][CH2:13][C:12](=[O:15])[N:11]([CH3:16])[C:10]2[CH:17]=[N:18][C:19]([NH:21][C:22]3[CH:30]=[CH:29][C:25]([C:26]([NH:66][CH:67]4[CH2:72][CH2:71][N:70]([CH3:73])[CH2:69][CH2:68]4)=[O:27])=[CH:24][C:23]=3[O:31][CH3:32])=[N:20][C:9]1=2)[C:2]1[CH:3]=[CH:4][CH:5]=[CH:6][CH:7]=1. (4) Given the reactants [CH2:1]([O:3][C:4]([N:6]1[CH2:18][C@H:17]2[C@H:9]([CH2:10][C:11]3[C:16]2=[CH:15][C:14](Br)=[CH:13][C:12]=3[CH3:20])[CH2:8][CH2:7]1)=[O:5])[CH3:2].[CH2:21]([NH2:28])[C:22]1[CH:27]=[CH:26][CH:25]=[CH:24][CH:23]=1.CC([O-])(C)C.[Na+], predict the reaction product. The product is: [CH2:1]([O:3][C:4]([N:6]1[CH2:18][C@H:17]2[C@H:9]([CH2:10][C:11]3[C:16]2=[CH:15][C:14]([NH:28][CH2:21][C:22]2[CH:27]=[CH:26][CH:25]=[CH:24][CH:23]=2)=[CH:13][C:12]=3[CH3:20])[CH2:8][CH2:7]1)=[O:5])[CH3:2]. (5) Given the reactants [OH:1][C@@H:2]([C:9]1[CH:14]=[CH:13][C:12]([N+:15]([O-:17])=[O:16])=[CH:11][CH:10]=1)[CH2:3][NH:4][CH2:5][CH2:6][CH2:7][OH:8].[C:18](O[C:18]([O:20][C:21]([CH3:24])([CH3:23])[CH3:22])=[O:19])([O:20][C:21]([CH3:24])([CH3:23])[CH3:22])=[O:19], predict the reaction product. The product is: [OH:1][C@@H:2]([C:9]1[CH:10]=[CH:11][C:12]([N+:15]([O-:17])=[O:16])=[CH:13][CH:14]=1)[CH2:3][N:4]([CH2:5][CH2:6][CH2:7][OH:8])[C:18](=[O:19])[O:20][C:21]([CH3:24])([CH3:23])[CH3:22]. (6) Given the reactants [O:1]1[C:5]2[CH:6]=[CH:7][C:8]([C:10]3(O)[C:18]4[C:13](=[CH:14][CH:15]=[CH:16][CH:17]=4)[N:12]([CH2:19][C:20]4[CH:25]=[CH:24][C:23]([Cl:26])=[CH:22][CH:21]=4)[C:11]3=[O:27])=[CH:9][C:4]=2[O:3][CH2:2]1.N1C=CC=CC=1.O=S(Cl)[Cl:37], predict the reaction product. The product is: [O:1]1[C:5]2[CH:6]=[CH:7][C:8]([C:10]3([Cl:37])[C:18]4[C:13](=[CH:14][CH:15]=[CH:16][CH:17]=4)[N:12]([CH2:19][C:20]4[CH:25]=[CH:24][C:23]([Cl:26])=[CH:22][CH:21]=4)[C:11]3=[O:27])=[CH:9][C:4]=2[O:3][CH2:2]1. (7) Given the reactants [F:1][C:2]1[CH:9]=[CH:8][C:5]([CH:6]=O)=[CH:4][C:3]=1[C:10]1[S:11][CH:12]=[CH:13][CH:14]=1.[C:15]([C:18]1[CH:26]=[CH:25][C:21]([C:22]([OH:24])=[O:23])=[CH:20][CH:19]=1)(=[O:17])[CH3:16].[OH-].[Na+], predict the reaction product. The product is: [F:1][C:2]1[CH:9]=[CH:8][C:5](/[CH:6]=[CH:16]/[C:15]([C:18]2[CH:26]=[CH:25][C:21]([C:22]([OH:24])=[O:23])=[CH:20][CH:19]=2)=[O:17])=[CH:4][C:3]=1[C:10]1[S:11][CH:12]=[CH:13][CH:14]=1. (8) Given the reactants [CH3:1][S:2]([C:4]1[CH:9]=[CH:8][CH:7]=[CH:6][C:5]=1[N:10]1[CH:15]=[CH:14][C:13](=[O:16])[C:12]([C:17]2[N:21]([C:22]3[CH:27]=[CH:26][CH:25]=[CH:24][CH:23]=3)[N:20]=[CH:19][CH:18]=2)=[N:11]1)=[O:3].[OH:28]O, predict the reaction product. The product is: [CH3:1][S:2]([C:4]1[CH:9]=[CH:8][CH:7]=[CH:6][C:5]=1[N:10]1[CH:15]=[CH:14][C:13](=[O:16])[C:12]([C:17]2[N:21]([C:22]3[CH:27]=[CH:26][CH:25]=[CH:24][CH:23]=3)[N:20]=[CH:19][CH:18]=2)=[N:11]1)(=[O:28])=[O:3]. (9) The product is: [CH2:23]([O:22][C:7]1[CH:8]=[CH:9][C:10]2[C:11]3[N:12]([CH2:13][CH2:14][CH2:15][CH2:16][NH:17][S:18]([CH3:21])(=[O:19])=[O:20])[C:30]([CH2:31][CH2:32][CH3:33])=[N:1][C:2]=3[CH:3]=[N:4][C:5]=2[CH:6]=1)[C:24]1[CH:25]=[CH:26][CH:27]=[CH:28][CH:29]=1. Given the reactants [NH2:1][C:2]1[CH:3]=[N:4][C:5]2[C:10]([C:11]=1[NH:12][CH2:13][CH2:14][CH2:15][CH2:16][NH:17][S:18]([CH3:21])(=[O:20])=[O:19])=[CH:9][CH:8]=[C:7]([O:22][CH2:23][C:24]1[CH:29]=[CH:28][CH:27]=[CH:26][CH:25]=1)[CH:6]=2.[C:30](Cl)(=O)[CH2:31][CH2:32][CH3:33], predict the reaction product. (10) Given the reactants [C:1]([OH:20])(=O)[CH2:2][CH2:3][CH2:4][CH2:5][CH2:6][CH2:7][CH2:8][CH2:9][CH2:10][CH2:11][CH2:12][CH2:13][CH2:14][CH2:15][CH2:16][CH2:17][CH3:18].[CH3:21][C:22]1([CH3:30])[O:27][CH2:26][C:25]([NH2:29])([CH3:28])[CH2:24][O:23]1.OC1C2N=NNC=2C=CC=1.CCN=C=NCCCN(C)C.Cl.Cl, predict the reaction product. The product is: [CH3:21][C:22]1([CH3:30])[O:27][CH2:26][C:25]([NH:29][C:1](=[O:20])[CH2:2][CH2:3][CH2:4][CH2:5][CH2:6][CH2:7][CH2:8][CH2:9][CH2:10][CH2:11][CH2:12][CH2:13][CH2:14][CH2:15][CH2:16][CH2:17][CH3:18])([CH3:28])[CH2:24][O:23]1.